Dataset: Forward reaction prediction with 1.9M reactions from USPTO patents (1976-2016). Task: Predict the product of the given reaction. (1) Given the reactants CO[C:3](=[O:14])[C:4]1[C:9]([Cl:10])=[CH:8][C:7]([Br:11])=[CH:6][C:5]=1[CH2:12]Br.C1COCC1.[CH2:20]([NH2:22])[CH3:21].C([O-])([O-])=O.[K+].[K+], predict the reaction product. The product is: [Br:11][C:7]1[CH:6]=[C:5]2[C:4](=[C:9]([Cl:10])[CH:8]=1)[C:3](=[O:14])[N:22]([CH2:20][CH3:21])[CH2:12]2. (2) Given the reactants O.C[Si]([Cl:6])(C)C.[CH3:7][N:8]([CH2:10][CH:11]1[CH:17]2[CH2:18][CH:14]([CH2:15][CH2:16]2)[CH:13]=[C:12]1[C:19]1[CH:20]=[C:21]([OH:25])[CH:22]=[CH:23][CH:24]=1)[CH3:9], predict the reaction product. The product is: [ClH:6].[CH3:9][N:8]([CH2:10][CH:11]1[CH:17]2[CH2:18][CH:14]([CH2:15][CH2:16]2)[CH:13]=[C:12]1[C:19]1[CH:20]=[C:21]([OH:25])[CH:22]=[CH:23][CH:24]=1)[CH3:7]. (3) Given the reactants [C:1]([C:3]1([NH:11][C:12](=[O:18])[O:13][C:14]([CH3:17])([CH3:16])[CH3:15])[CH2:8][O:7][C:6]([CH3:10])([CH3:9])[O:5][CH2:4]1)#[CH:2].C#CCCCCCC.[Br:27][C:28]1[CH:33]=[CH:32][C:31](I)=[CH:30][CH:29]=1.IC1C=C2C(=CC=1)CN(C(C1C=CC=CC=1)(C1C=CC=CC=1)C1C=CC=CC=1)C2, predict the reaction product. The product is: [C:14]([O:13][C:12](=[O:18])[NH:11][C:3]1([C:1]#[C:2][C:31]2[CH:32]=[CH:33][C:28]([Br:27])=[CH:29][CH:30]=2)[CH2:8][O:7][C:6]([CH3:10])([CH3:9])[O:5][CH2:4]1)([CH3:17])([CH3:16])[CH3:15]. (4) Given the reactants S(S([O-])=O)([O-])=O.[Na+].[Na+].[N+:9]([C:12]1[CH:13]=[C:14]([C:18]2[N:22]=[C:21]([C:23]([F:26])([F:25])[F:24])[O:20][N:19]=2)[CH:15]=[CH:16][CH:17]=1)([O-])=O, predict the reaction product. The product is: [F:25][C:23]([F:24])([F:26])[C:21]1[O:20][N:19]=[C:18]([C:14]2[CH:13]=[C:12]([CH:17]=[CH:16][CH:15]=2)[NH2:9])[N:22]=1. (5) Given the reactants Br[C:2]1[CH:7]=[C:6]([O:8][CH3:9])[CH:5]=[C:4]([CH:10]([CH3:12])[CH3:11])[CH:3]=1.[Li]CCCC.CCCCCC.CN([CH:27]=[O:28])C.Cl, predict the reaction product. The product is: [CH:10]([C:4]1[CH:3]=[C:2]([CH:7]=[C:6]([O:8][CH3:9])[CH:5]=1)[CH:27]=[O:28])([CH3:12])[CH3:11]. (6) Given the reactants [CH3:1][N:2]([CH3:36])[CH2:3][CH2:4][NH:5][C:6]([NH:8][C:9]1[CH:14]=[CH:13][C:12]([C:15]2[N:16]=[C:17]([N:30]3[CH2:35][CH2:34][O:33][CH2:32][CH2:31]3)[C:18]3[N:23]=[N:22][N:21]([CH:24]4[CH2:29][CH2:28][NH:27][CH2:26][CH2:25]4)[C:19]=3[N:20]=2)=[CH:11][CH:10]=1)=[O:7].[CH3:37][N:38]([CH3:51])[CH2:39][CH2:40][CH2:41][O:42][C:43]1[CH:50]=[CH:49][C:46]([CH:47]=O)=[CH:45][CH:44]=1.[BH-](OC(C)=O)(OC(C)=O)OC(C)=O.[Na+].CC(O)=O, predict the reaction product. The product is: [CH3:1][N:2]([CH3:36])[CH2:3][CH2:4][NH:5][C:6]([NH:8][C:9]1[CH:10]=[CH:11][C:12]([C:15]2[N:16]=[C:17]([N:30]3[CH2:35][CH2:34][O:33][CH2:32][CH2:31]3)[C:18]3[N:23]=[N:22][N:21]([CH:24]4[CH2:29][CH2:28][N:27]([CH2:47][C:46]5[CH:45]=[CH:44][C:43]([O:42][CH2:41][CH2:40][CH2:39][N:38]([CH3:51])[CH3:37])=[CH:50][CH:49]=5)[CH2:26][CH2:25]4)[C:19]=3[N:20]=2)=[CH:13][CH:14]=1)=[O:7]. (7) Given the reactants [Br:1][C:2]1[CH:11]=[CH:10][C:5]([C:6](OC)=[O:7])=[CH:4][C:3]=1[CH3:12].[H-].[Al+3].[Li+].[H-].[H-].[H-].CO.Cl, predict the reaction product. The product is: [Br:1][C:2]1[CH:11]=[CH:10][C:5]([CH2:6][OH:7])=[CH:4][C:3]=1[CH3:12].